This data is from Forward reaction prediction with 1.9M reactions from USPTO patents (1976-2016). The task is: Predict the product of the given reaction. (1) Given the reactants C([Mg]Br)(C)C.[CH2:6]([O:8][C:9](=[O:14])[CH2:10][C:11]([OH:13])=O)[CH3:7].N1(C([C:22]2[CH:27]=[CH:26][CH:25]=[CH:24][N:23]=2)=O)C=CN=C1.N1C=CC=CC=1C(O)=O.C1N=CN(C(N2C=NC=C2)=O)C=1.C([O-])(O)=O.[Na+], predict the reaction product. The product is: [O:13]=[C:11]([C:22]1[CH:27]=[CH:26][CH:25]=[CH:24][N:23]=1)[CH2:10][C:9]([O:8][CH2:6][CH3:7])=[O:14]. (2) Given the reactants I[C:2]1[CH:3]=[C:4]([N:8]2[N:12]=[N:11][C:10]([CH:13]([N:15]([CH3:28])[C:16]3[N:20]([CH3:21])[C:19]([C:22]4[CH:27]=[CH:26][N:25]=[CH:24][CH:23]=4)=[N:18][N:17]=3)[CH3:14])=[N:9]2)[CH:5]=[CH:6][CH:7]=1.[CH3:29][N:30](C=O)C, predict the reaction product. The product is: [CH3:28][N:15]([C:16]1[N:20]([CH3:21])[C:19]([C:22]2[CH:23]=[CH:24][N:25]=[CH:26][CH:27]=2)=[N:18][N:17]=1)[CH:13]([C:10]1[N:11]=[N:12][N:8]([C:4]2[CH:3]=[C:2]([CH:7]=[CH:6][CH:5]=2)[C:29]#[N:30])[N:9]=1)[CH3:14]. (3) Given the reactants [CH2:1]([O:3][C:4]([C:6]1[CH:7]=[N:8][C:9]2[C:14]([C:15]=1Cl)=[CH:13][CH:12]=[C:11]([Cl:17])[C:10]=2[O:18][CH3:19])=[O:5])[CH3:2].[CH2:20]([NH2:24])[CH2:21][CH2:22][CH3:23], predict the reaction product. The product is: [CH2:1]([O:3][C:4]([C:6]1[CH:7]=[N:8][C:9]2[C:14]([C:15]=1[NH:24][CH2:20][CH2:21][CH2:22][CH3:23])=[CH:13][CH:12]=[C:11]([Cl:17])[C:10]=2[O:18][CH3:19])=[O:5])[CH3:2]. (4) The product is: [CH3:1][O:2][C:3](=[O:19])[NH:4][C:5]1([C:10]2[CH:11]=[CH:12][C:13]([NH2:16])=[CH:14][CH:15]=2)[CH2:6][CH2:7][CH2:8][CH2:9]1. Given the reactants [CH3:1][O:2][C:3](=[O:19])[NH:4][C:5]1([C:10]2[CH:15]=[CH:14][C:13]([N+:16]([O-])=O)=[CH:12][CH:11]=2)[CH2:9][CH2:8][CH2:7][CH2:6]1, predict the reaction product. (5) Given the reactants [C:1]([N:8]1[CH2:12][CH2:11][CH:10]([OH:13])[CH2:9]1)([O:3][C:4]([CH3:7])([CH3:6])[CH3:5])=[O:2].CN(C=O)C.[H-].[Na+].[Cl:21][C:22]1[C:27](Cl)=[N:26][CH:25]=[CH:24][N:23]=1, predict the reaction product. The product is: [Cl:21][C:22]1[C:27]([O:13][CH:10]2[CH2:11][CH2:12][N:8]([C:1]([O:3][C:4]([CH3:7])([CH3:6])[CH3:5])=[O:2])[CH2:9]2)=[N:26][CH:25]=[CH:24][N:23]=1. (6) The product is: [Cl:1][C:2]1[CH:3]=[CH:4][CH:5]=[C:6]2[C:11]=1[C:10]([C:12]([N:14]([CH3:15])[CH3:16])=[O:13])=[CH:9][CH:8]=[C:7]2[OH:17]. Given the reactants [Cl:1][C:2]1[CH:3]=[CH:4][CH:5]=[C:6]2[C:11]=1[C:10]([C:12]([N:14]([CH3:16])[CH3:15])=[O:13])=[CH:9][CH:8]=[C:7]2[O:17]C.B(Br)(Br)Br, predict the reaction product. (7) Given the reactants [F:1][C:2]([F:18])([F:17])[C:3]1[CH:4]=[C:5]([NH:9][CH:10]2[CH2:15][CH2:14][CH2:13][C:12](=O)[CH2:11]2)[CH:6]=[CH:7][CH:8]=1.[C:19]1([C@H:29]([NH2:31])[CH3:30])[C:28]2[C:23](=[CH:24][CH:25]=[CH:26][CH:27]=2)[CH:22]=[CH:21][CH:20]=1, predict the reaction product. The product is: [C:19]1([C@H:29]([NH:31][CH:12]2[CH2:13][CH2:14][CH2:15][CH:10]([NH:9][C:5]3[CH:6]=[CH:7][CH:8]=[C:3]([C:2]([F:18])([F:17])[F:1])[CH:4]=3)[CH2:11]2)[CH3:30])[C:28]2[C:23](=[CH:24][CH:25]=[CH:26][CH:27]=2)[CH:22]=[CH:21][CH:20]=1. (8) Given the reactants [Cl:1][C:2]1[CH:3]=[N:4][C:5]2[N:6]([N:8]=[C:9]([C:11]([OH:13])=O)[CH:10]=2)[CH:7]=1.[F:14][C:15]1[N:20]=[CH:19][C:18]([C:21]2[N:25]3[CH2:26][CH2:27][NH:28][CH:29]([CH3:30])[C:24]3=[N:23][CH:22]=2)=[CH:17][CH:16]=1, predict the reaction product. The product is: [Cl:1][C:2]1[CH:3]=[N:4][C:5]2[N:6]([N:8]=[C:9]([C:11]([N:28]3[CH2:27][CH2:26][N:25]4[C:21]([C:18]5[CH:19]=[N:20][C:15]([F:14])=[CH:16][CH:17]=5)=[CH:22][N:23]=[C:24]4[CH:29]3[CH3:30])=[O:13])[CH:10]=2)[CH:7]=1. (9) The product is: [CH2:15]([N:19]([CH2:34][CH2:35][CH2:36][CH3:37])[C:20]1[CH:29]=[CH:28][CH:27]=[C:26]2[C:21]=1[CH:22]=[CH:23][CH:24]=[C:25]2[S:30]([NH:1][C@H:2]([C:7]([OH:9])=[O:8])[CH2:3][C:4]([OH:6])=[O:5])(=[O:32])=[O:31])[CH2:16][CH2:17][CH3:18]. Given the reactants [NH2:1][C@H:2]([C:7]([OH:9])=[O:8])[CH2:3][C:4]([OH:6])=[O:5].C([O-])(O)=O.[Na+].[CH2:15]([N:19]([CH2:34][CH2:35][CH2:36][CH3:37])[C:20]1[CH:29]=[CH:28][CH:27]=[C:26]2[C:21]=1[CH:22]=[CH:23][CH:24]=[C:25]2[S:30](Cl)(=[O:32])=[O:31])[CH2:16][CH2:17][CH3:18], predict the reaction product. (10) The product is: [Br:1][C:2]1[CH:3]=[C:4]2[C:8](=[C:9]([CH:11]([O:13][CH2:14][C:15]3([C:28]4[CH:33]=[CH:32][C:31]([F:34])=[CH:30][CH:29]=4)[CH2:20][CH2:19][NH:18][CH2:17][CH2:16]3)[CH3:12])[CH:10]=1)[NH:7][N:6]=[CH:5]2. Given the reactants [Br:1][C:2]1[CH:10]=[C:9]([CH:11]([O:13][CH2:14][C:15]2([C:28]3[CH:33]=[CH:32][C:31]([F:34])=[CH:30][CH:29]=3)[CH2:20][CH2:19][N:18](C(OC(C)(C)C)=O)[CH2:17][CH2:16]2)[CH3:12])[C:8]2[C:4](=[CH:5][N:6](COCC[Si](C)(C)C)[N:7]=2)[CH:3]=1, predict the reaction product.